Dataset: Full USPTO retrosynthesis dataset with 1.9M reactions from patents (1976-2016). Task: Predict the reactants needed to synthesize the given product. (1) Given the product [NH4+:11].[P:3]([O-:7])([O-:6])([O-:5])=[O:4].[Mg+2:1].[P:12]([O-:16])([O-:15])([O-:14])=[O:13].[Mg+2:1].[Mg+2:1], predict the reactants needed to synthesize it. The reactants are: [Mg:1].[Ca].[P:3](=[O:7])([OH:6])([OH:5])[OH:4].[OH-].[Ca+2].[OH-].[NH3:11].[P:12]([O-:16])([O-:15])([O-:14])=[O:13].[Mg+2].[P:12]([O-:16])([O-:15])([O-:14])=[O:13].[Mg+2].[Mg+2]. (2) Given the product [NH2:34][C:13]1[N:14]([CH2:17][CH2:18][CH:19]2[CH2:21][CH2:20]2)[C:15](=[O:16])[C:11]2([C:4]3[C:5](=[CH:6][CH:7]=[C:2]([Br:1])[CH:3]=3)[O:8][CH:9]([C:28]3[CH:33]=[CH:32][CH:31]=[CH:30][CH:29]=3)[CH2:10]2)[N:12]=1, predict the reactants needed to synthesize it. The reactants are: [Br:1][C:2]1[CH:3]=[C:4]2[C:11]3([C:15](=[O:16])[N:14]([CH2:17][CH2:18][CH:19]4[CH2:21][CH2:20]4)[C:13](SCCC4CC4)=[N:12]3)[CH2:10][CH:9]([C:28]3[CH:33]=[CH:32][CH:31]=[CH:30][CH:29]=3)[O:8][C:5]2=[CH:6][CH:7]=1.[NH4+:34].[I-].N.CCO. (3) Given the product [C:1]([C:5]1[CH:18]=[CH:17][CH:16]=[CH:15][C:6]=1[O:7][C:8]1[C:13]([NH:32][C:28]2[CH:27]=[C:26]3[CH:25]=[CH:24][N:23]([Si:22]([CH:33]([CH3:35])[CH3:34])([CH:36]([CH3:38])[CH3:37])[CH:19]([CH3:20])[CH3:21])[C:31]3=[N:30][CH:29]=2)=[CH:12][CH:11]=[CH:10][N:9]=1)([CH3:4])([CH3:3])[CH3:2], predict the reactants needed to synthesize it. The reactants are: [C:1]([C:5]1[CH:18]=[CH:17][CH:16]=[CH:15][C:6]=1[O:7][C:8]1[C:13](I)=[CH:12][CH:11]=[CH:10][N:9]=1)([CH3:4])([CH3:3])[CH3:2].[CH:19]([Si:22]([CH:36]([CH3:38])[CH3:37])([CH:33]([CH3:35])[CH3:34])[N:23]1[C:31]2[C:26](=[CH:27][C:28]([NH2:32])=[CH:29][N:30]=2)[CH:25]=[CH:24]1)([CH3:21])[CH3:20].CC(C)([O-])C.[Na+].[Cl-].[NH4+]. (4) Given the product [C:29]1([NH:28][C:26]([C:25]2[CH:24]=[C:23]([NH:22][C:3]([CH:5]3[C:13]4[C:8](=[CH:9][CH:10]=[C:11]([C:14](=[O:18])[CH3:19])[CH:12]=4)[N:7]([CH3:20])[C:6]3=[O:21])=[O:4])[CH:37]=[CH:36][CH:35]=2)=[O:27])[CH:34]=[CH:33][CH:32]=[CH:31][CH:30]=1, predict the reactants needed to synthesize it. The reactants are: CO[C:3]([CH:5]1[C:13]2[C:8](=[CH:9][CH:10]=[C:11]([C:14]3([CH3:19])[O:18]CCO3)[CH:12]=2)[N:7]([CH3:20])[C:6]1=[O:21])=[O:4].[NH2:22][C:23]1[CH:24]=[C:25]([CH:35]=[CH:36][CH:37]=1)[C:26]([NH:28][C:29]1[CH:34]=[CH:33][CH:32]=[CH:31][CH:30]=1)=[O:27].